This data is from Peptide-MHC class II binding affinity with 134,281 pairs from IEDB. The task is: Regression. Given a peptide amino acid sequence and an MHC pseudo amino acid sequence, predict their binding affinity value. This is MHC class II binding data. (1) The peptide sequence is PTSENNAHHVCWLEA. The MHC is DRB1_0701 with pseudo-sequence DRB1_0701. The binding affinity (normalized) is 0.226. (2) The peptide sequence is ILKGVINIWGSGLLQ. The MHC is DRB1_0701 with pseudo-sequence DRB1_0701. The binding affinity (normalized) is 0.715. (3) The binding affinity (normalized) is 0.981. The peptide sequence is YDKFLANVSTVLTGM. The MHC is DRB3_0202 with pseudo-sequence DRB3_0202. (4) The peptide sequence is SQDLELSWALNGLQAY. The MHC is DRB1_1302 with pseudo-sequence DRB1_1302. The binding affinity (normalized) is 0.622. (5) The peptide sequence is YDVFLANVSTVLTGK. The MHC is DRB1_0405 with pseudo-sequence DRB1_0405. The binding affinity (normalized) is 0.686. (6) The peptide sequence is KLCPNNLCCSQWGWC. The MHC is HLA-DPA10301-DPB10402 with pseudo-sequence HLA-DPA10301-DPB10402. The binding affinity (normalized) is 0.197. (7) The peptide sequence is GTSDEFPHSNGEIED. The MHC is DRB3_0301 with pseudo-sequence DRB3_0301. The binding affinity (normalized) is 0.